Dataset: Ames mutagenicity test results for genotoxicity prediction. Task: Regression/Classification. Given a drug SMILES string, predict its toxicity properties. Task type varies by dataset: regression for continuous values (e.g., LD50, hERG inhibition percentage) or binary classification for toxic/non-toxic outcomes (e.g., AMES mutagenicity, cardiotoxicity, hepatotoxicity). Dataset: ames. (1) The molecule is Nc1cccc([N+](=O)[O-])c1. The result is 1 (mutagenic). (2) The compound is N#CCc1cn(N=O)c2ccccc12. The result is 1 (mutagenic).